This data is from Forward reaction prediction with 1.9M reactions from USPTO patents (1976-2016). The task is: Predict the product of the given reaction. (1) The product is: [NH2:35][C@H:12]1[N:13]=[C:14]([CH2:22][CH3:23])[C:15]2[CH:20]=[CH:19][CH:18]=[C:17]([CH3:21])[C:16]=2[N:10]([CH2:9][C:7]([CH:1]2[CH2:6][CH2:5][CH2:4][CH2:3][CH2:2]2)=[O:8])[C:11]1=[O:36]. Given the reactants [CH:1]1([C:7]([CH2:9][N:10]2[C:16]3[C:17]([CH3:21])=[CH:18][CH:19]=[CH:20][C:15]=3[C:14]([CH2:22][CH3:23])=[N:13][C@@:12]([NH2:35])(C(=O)[C@H](CC3C=CC=CC=3)N)[C:11]2=[O:36])=[O:8])[CH2:6][CH2:5][CH2:4][CH2:3][CH2:2]1.C1(N=C=S)C=CC=CC=1, predict the reaction product. (2) Given the reactants [CH3:1][C:2]([CH3:35])([CH3:34])[C@H:3]([NH:8][C:9]([C:11]1[N:12]=[C:13]([C:28]2[CH:33]=[CH:32][CH:31]=[CH:30][CH:29]=2)[N:14]2[CH2:20][CH2:19][CH2:18][N:17](C(OC(C)(C)C)=O)[CH2:16][C:15]=12)=[O:10])[C:4]([NH:6][CH3:7])=[O:5], predict the reaction product. The product is: [CH3:1][C:2]([CH3:35])([CH3:34])[C@H:3]([NH:8][C:9]([C:11]1[N:12]=[C:13]([C:28]2[CH:29]=[CH:30][CH:31]=[CH:32][CH:33]=2)[N:14]2[CH2:20][CH2:19][CH2:18][NH:17][CH2:16][C:15]=12)=[O:10])[C:4]([NH:6][CH3:7])=[O:5]. (3) Given the reactants Cl[C:2]1[CH:7]=[N:6][CH:5]=[C:4]([CH3:8])[N:3]=1.[CH3:9][N:10]1[CH2:15][CH2:14][NH:13][CH2:12][CH2:11]1, predict the reaction product. The product is: [CH3:8][C:4]1[CH:5]=[N:6][CH:7]=[C:2]([N:13]2[CH2:14][CH2:15][N:10]([CH3:9])[CH2:11][CH2:12]2)[N:3]=1. (4) Given the reactants [CH3:1][N:2]1[C:6]2=[CH:7][N:8]=[CH:9][C:10]([C:11]3[CH:16]=[CH:15][C:14]([NH2:17])=[CH:13][CH:12]=3)=[C:5]2[CH:4]=[N:3]1.ClC(Cl)(O[C:22](=[O:28])OC(Cl)(Cl)Cl)Cl, predict the reaction product. The product is: [CH3:1][N:2]1[C:6]2=[CH:7][N:8]=[CH:9][C:10]([C:11]3[CH:16]=[CH:15][C:14]([NH:17][C:22]([NH:17][C:14]4[CH:13]=[CH:12][C:11]([C:10]5[CH:9]=[N:8][CH:7]=[C:6]6[N:2]([CH3:1])[N:3]=[CH:4][C:5]=56)=[CH:16][CH:15]=4)=[O:28])=[CH:13][CH:12]=3)=[C:5]2[CH:4]=[N:3]1. (5) Given the reactants Cl.[NH2:2][CH2:3][CH2:4][C:5]1[C:13]2[C:8](=[CH:9][CH:10]=[C:11]([OH:14])[CH:12]=2)[NH:7][CH:6]=1.C(N(C(C)C)C(C)C)C.[C:24](O[C:24]([O:26][C:27]([CH3:30])([CH3:29])[CH3:28])=[O:25])([O:26][C:27]([CH3:30])([CH3:29])[CH3:28])=[O:25], predict the reaction product. The product is: [OH:14][C:11]1[CH:12]=[C:13]2[C:8](=[CH:9][CH:10]=1)[NH:7][CH:6]=[C:5]2[CH2:4][CH2:3][NH:2][C:24](=[O:25])[O:26][C:27]([CH3:30])([CH3:29])[CH3:28]. (6) Given the reactants [C:1]([C:5]1[CH:9]=[C:8](/[CH:10]=[CH:11]/[C:12]([O:14]CC)=[O:13])[N:7]([CH2:17][C:18]2[CH:23]=[CH:22][C:21]([C:24]([F:27])([F:26])[F:25])=[CH:20][C:19]=2[Cl:28])[N:6]=1)([CH3:4])([CH3:3])[CH3:2].[OH-].[Na+].O1CCCC1, predict the reaction product. The product is: [C:1]([C:5]1[CH:9]=[C:8](/[CH:10]=[CH:11]/[C:12]([OH:14])=[O:13])[N:7]([CH2:17][C:18]2[CH:23]=[CH:22][C:21]([C:24]([F:27])([F:26])[F:25])=[CH:20][C:19]=2[Cl:28])[N:6]=1)([CH3:4])([CH3:2])[CH3:3]. (7) Given the reactants Br[C:2]1[CH:3]=[CH:4][C:5]([O:8][CH2:9][CH:10]2[CH2:15][CH2:14][N:13]([CH2:16][C:17]3([C:21]([F:24])([F:23])[F:22])[CH2:20][CH2:19][CH2:18]3)[CH2:12][CH2:11]2)=[N:6][CH:7]=1.[F:25][C:26]1[CH:27]=[C:28](B(O)O)[CH:29]=[CH:30][C:31]=1[C:32]([O:34][CH2:35][CH3:36])=[O:33].C([O-])([O-])=O.[Cs+].[Cs+].O1CCOCC1, predict the reaction product. The product is: [F:25][C:26]1[CH:27]=[C:28]([C:2]2[CH:7]=[N:6][C:5]([O:8][CH2:9][CH:10]3[CH2:15][CH2:14][N:13]([CH2:16][C:17]4([C:21]([F:24])([F:23])[F:22])[CH2:20][CH2:19][CH2:18]4)[CH2:12][CH2:11]3)=[CH:4][CH:3]=2)[CH:29]=[CH:30][C:31]=1[C:32]([O:34][CH2:35][CH3:36])=[O:33].